From a dataset of Reaction yield outcomes from USPTO patents with 853,638 reactions. Predict the reaction yield, written as a fraction of the theoretical maximum amount of product (1.0 means a 100% yield; for example, 0.34 means a 34% yield). (1) The yield is 0.840. The product is [N:26]1([CH:23]2[CH2:24][CH2:25][CH:20]([NH:19][C:10]3[N:11]=[CH:12][N:13]=[C:14]4[C:9]=3[C:8]3[C@@H:7]([CH2:6][C:32]#[N:33])[CH2:18][CH2:17][C:16]=3[S:15]4)[CH2:21][CH2:22]2)[CH2:31][CH2:30][O:29][CH2:28][CH2:27]1. The reactants are CS(O[CH2:6][C@H:7]1[CH2:18][CH2:17][C:16]2[S:15][C:14]3[C:9](=[C:10]([NH:19][CH:20]4[CH2:25][CH2:24][CH:23]([N:26]5[CH2:31][CH2:30][O:29][CH2:28][CH2:27]5)[CH2:22][CH2:21]4)[N:11]=[CH:12][N:13]=3)[C:8]1=2)(=O)=O.[C-:32]#[N:33].[Na+]. The catalyst is CS(C)=O.C(Cl)Cl. (2) The reactants are [Br:1][C:2]1[CH:7]=[C:6]([Cl:8])[CH:5]=[C:4]([F:9])[C:3]=1Br.C([Mg]Cl)(C)C.CN([CH:19]=[O:20])C.Cl. The catalyst is CCCCCCC.CCOCC.C1COCC1. The product is [Br:1][C:2]1[CH:7]=[C:6]([Cl:8])[CH:5]=[C:4]([F:9])[C:3]=1[CH:19]=[O:20]. The yield is 0.950. (3) The reactants are FC(F)(F)C(O)=O.[CH:8]1([C@H:14]([NH:22][C:23]([C:25]2[CH:30]=[CH:29][C:28]([C:31]3[CH:36]=[CH:35][C:34]([CH2:37][N:38]4[CH2:42][CH2:41][CH2:40][CH2:39]4)=[CH:33][CH:32]=3)=[CH:27][C:26]=2[NH:43][C:44]([NH:46][C:47]2[C:52]([CH3:53])=[CH:51][C:50]([CH3:54])=[CH:49][C:48]=2[CH3:55])=[O:45])=[O:24])[C:15]([O:17]C(C)(C)C)=[O:16])[CH2:13][CH2:12][CH2:11][CH2:10][CH2:9]1. The catalyst is ClCCl. The product is [CH:8]1([C@H:14]([NH:22][C:23]([C:25]2[CH:30]=[CH:29][C:28]([C:31]3[CH:32]=[CH:33][C:34]([CH2:37][N:38]4[CH2:42][CH2:41][CH2:40][CH2:39]4)=[CH:35][CH:36]=3)=[CH:27][C:26]=2[NH:43][C:44]([NH:46][C:47]2[C:48]([CH3:55])=[CH:49][C:50]([CH3:54])=[CH:51][C:52]=2[CH3:53])=[O:45])=[O:24])[C:15]([OH:17])=[O:16])[CH2:13][CH2:12][CH2:11][CH2:10][CH2:9]1. The yield is 0.310. (4) The reactants are [CH:1]1([N:4]2[C:8]3[CH:9]=[CH:10][CH:11]=[CH:12][C:7]=3[N:6]([CH2:13][CH2:14][CH2:15][N:16]3[CH2:46][CH2:45][C:19]4([N:23]([C:24]5[CH:29]=[CH:28][CH:27]=[CH:26][CH:25]=5)[CH2:22][N:21]([CH2:30][C:31]5[CH:43]=[CH:42][CH:41]=[CH:40][C:32]=5[C:33]([O:35]C(C)(C)C)=[O:34])[C:20]4=[O:44])[CH2:18][CH2:17]3)[C:5]2=[O:47])[CH2:3][CH2:2]1. The catalyst is Cl.O1CCOCC1. The product is [CH:1]1([N:4]2[C:8]3[CH:9]=[CH:10][CH:11]=[CH:12][C:7]=3[N:6]([CH2:13][CH2:14][CH2:15][N:16]3[CH2:46][CH2:45][C:19]4([N:23]([C:24]5[CH:29]=[CH:28][CH:27]=[CH:26][CH:25]=5)[CH2:22][N:21]([CH2:30][C:31]5[CH:43]=[CH:42][CH:41]=[CH:40][C:32]=5[C:33]([OH:35])=[O:34])[C:20]4=[O:44])[CH2:18][CH2:17]3)[C:5]2=[O:47])[CH2:2][CH2:3]1. The yield is 0.288. (5) The reactants are [F:1][C:2]1[CH:7]=[C:6]([C:8]2[C:9]3[C:10]4[CH:24]=[CH:23][S:22][C:11]=4[C:12](=[O:21])[NH:13][C:14]=3[C:15]([CH3:20])=[CH:16][C:17]=2[O:18][CH3:19])[CH:5]=[CH:4][C:3]=1[C@H:25]([CH3:35])[CH2:26][NH:27]C(=O)OC(C)(C)C.[ClH:36]. The catalyst is CCOCC. The product is [ClH:36].[NH2:27][CH2:26][C@H:25]([C:3]1[CH:4]=[CH:5][C:6]([C:8]2[C:9]3[C:10]4[CH:24]=[CH:23][S:22][C:11]=4[C:12](=[O:21])[NH:13][C:14]=3[C:15]([CH3:20])=[CH:16][C:17]=2[O:18][CH3:19])=[CH:7][C:2]=1[F:1])[CH3:35]. The yield is 0.980. (6) The reactants are [CH:1]1([CH2:6][CH:7]([C:11]2[CH:16]=[CH:15][C:14]([NH:17][C:18]([C:20]3[CH:21]=[N:22][CH:23]=[CH:24][CH:25]=3)=[O:19])=[CH:13][CH:12]=2)[C:8](O)=[O:9])[CH2:5][CH2:4][CH2:3][CH2:2]1.C(Cl)(=O)C(Cl)=O.[CH2:32]([O:34][C:35]([C:37]1[N:38]=[C:39]([NH2:42])[S:40][CH:41]=1)=[O:36])[CH3:33].C(N(CC)C(C)C)(C)C. The catalyst is C(Cl)Cl.CN(C)C=O.O1CCCC1. The product is [CH2:32]([O:34][C:35]([C:37]1[N:38]=[C:39]([NH:42][C:8](=[O:9])[CH:7]([C:11]2[CH:16]=[CH:15][C:14]([NH:17][C:18]([C:20]3[CH:21]=[N:22][CH:23]=[CH:24][CH:25]=3)=[O:19])=[CH:13][CH:12]=2)[CH2:6][CH:1]2[CH2:2][CH2:3][CH2:4][CH2:5]2)[S:40][CH:41]=1)=[O:36])[CH3:33]. The yield is 0.125. (7) The reactants are [CH3:1][NH2:2].Cl[CH2:4][C:5]1[N:9]=[C:8]([C:10]2[CH:15]=[CH:14][CH:13]=[C:12]([Cl:16])[CH:11]=2)[O:7][N:6]=1. The catalyst is CCO. The product is [Cl:16][C:12]1[CH:11]=[C:10]([C:8]2[O:7][N:6]=[C:5]([CH2:4][NH:2][CH3:1])[N:9]=2)[CH:15]=[CH:14][CH:13]=1. The yield is 1.00. (8) The reactants are [NH2:1][C:2]1[CH:3]=[C:4]([C:9]([C:11]2[CH:20]=[CH:19][CH:18]=[CH:17][C:12]=2[C:13]([O:15][CH3:16])=[O:14])=[O:10])[CH:5]=[CH:6][C:7]=1[NH2:8].[C:21](O[C:21]([O:23][C:24]([CH3:27])([CH3:26])[CH3:25])=[O:22])([O:23][C:24]([CH3:27])([CH3:26])[CH3:25])=[O:22]. The catalyst is CN(C)C=O. The product is [NH2:8][C:7]1[CH:6]=[CH:5][C:4]([C:9]([C:11]2[CH:20]=[CH:19][CH:18]=[CH:17][C:12]=2[C:13]([O:15][CH3:16])=[O:14])=[O:10])=[CH:3][C:2]=1[NH:1][C:21]([O:23][C:24]([CH3:27])([CH3:26])[CH3:25])=[O:22]. The yield is 0.760. (9) The reactants are [CH3:1][O:2][C:3]1[CH:4]=[C:5]([NH:9][C:10]2[O:11][CH2:12][C:13](=[O:20])[C:14]=2[C:15]([O:17][CH2:18][CH3:19])=[O:16])[CH:6]=[CH:7][CH:8]=1.[NH:21]1[C:29]2[C:24](=[CH:25][CH:26]=[CH:27][N:28]=2)[C:23]([CH:30]=O)=[CH:22]1.N1CCCCC1. The catalyst is C(O)C. The product is [NH:21]1[C:29]2=[N:28][CH:27]=[CH:26][CH:25]=[C:24]2[C:23]([CH:30]=[C:12]2[O:11][C:10]([NH:9][C:5]3[CH:6]=[CH:7][CH:8]=[C:3]([O:2][CH3:1])[CH:4]=3)=[C:14]([C:15]([O:17][CH2:18][CH3:19])=[O:16])[C:13]2=[O:20])=[CH:22]1. The yield is 0.290. (10) The reactants are Cl[C:2]1[N:3]=[CH:4][C:5]2[C:10]([CH:11]=1)=[CH:9][CH:8]=[C:7]([C:12]1[CH:17]=[C:16]([F:18])[CH:15]=[CH:14][C:13]=1[CH3:19])[CH:6]=2.Cl.[CH3:21][CH:22]([NH2:27])[C:23]([F:26])([F:25])[F:24].CC(C1C=C(C(C)C)C(C2C(P(C3CCCCC3)C3CCCCC3)=C(OC)C=CC=2OC)=C(C(C)C)C=1)C.C(=O)([O-])[O-].[Cs+].[Cs+].O1CCOCC1.CC(C)([O-])C.[Na+]. No catalyst specified. The product is [F:18][C:16]1[CH:15]=[CH:14][C:13]([CH3:19])=[C:12]([C:7]2[CH:6]=[C:5]3[C:10]([CH:11]=[C:2]([NH:27][CH:22]([CH3:21])[C:23]([F:26])([F:25])[F:24])[N:3]=[CH:4]3)=[CH:9][CH:8]=2)[CH:17]=1. The yield is 0.370.